From a dataset of Catalyst prediction with 721,799 reactions and 888 catalyst types from USPTO. Predict which catalyst facilitates the given reaction. (1) Reactant: [OH-].[Na+].Cl.C([O:7][CH2:8][C:9]1[CH:14]=[CH:13][C:12]([C:15]2[CH2:19][C:18]([C:24]3[CH:29]=[C:28]([Cl:30])[CH:27]=[C:26]([Cl:31])[CH:25]=3)([C:20]([F:23])([F:22])[F:21])[O:17][N:16]=2)=[CH:11][C:10]=1[F:32])(=O)C. Product: [Cl:31][C:26]1[CH:25]=[C:24]([C:18]2([C:20]([F:21])([F:23])[F:22])[O:17][N:16]=[C:15]([C:12]3[CH:13]=[CH:14][C:9]([CH2:8][OH:7])=[C:10]([F:32])[CH:11]=3)[CH2:19]2)[CH:29]=[C:28]([Cl:30])[CH:27]=1. The catalyst class is: 40. (2) Reactant: C1C2C(C[O:15][C:16]([CH2:18][S:19]([NH:22][N:23]3[CH2:27][CH:26]([C:28]4[CH:33]=[CH:32][C:31]([CH:34]5[CH2:36][CH2:35]5)=[CH:30][CH:29]=4)[N:25]([CH2:37][CH2:38][C:39]4[CH:44]=[CH:43][C:42]([O:45][CH3:46])=[CH:41][CH:40]=4)[C:24]3=[O:47])(=[O:21])=[O:20])=[O:17])C3C(=CC=CC=3)C=2C=CC=1.CCCCCCC=CCCC. Product: [CH:34]1([C:31]2[CH:32]=[CH:33][C:28]([CH:26]3[CH2:27][N:23]([NH:22][S:19]([CH2:18][C:16]([OH:17])=[O:15])(=[O:21])=[O:20])[C:24](=[O:47])[N:25]3[CH2:37][CH2:38][C:39]3[CH:40]=[CH:41][C:42]([O:45][CH3:46])=[CH:43][CH:44]=3)=[CH:29][CH:30]=2)[CH2:36][CH2:35]1. The catalyst class is: 3. (3) Reactant: [CH3:1][C:2]1[C:3]([C@H:8]2[CH2:13][CH2:12][CH2:11][C@@H:10]([C:14]3[C:19]([CH3:20])=[CH:18][CH:17]=[CH:16][N:15]=3)[NH:9]2)=[N:4][CH:5]=[CH:6][CH:7]=1.Br[CH2:22][C:23]1[CH:30]=[CH:29][C:26]([C:27]#[N:28])=[C:25]([F:31])[CH:24]=1.CCN(C(C)C)C(C)C. Product: [CH3:1][C:2]1[C:3]([C@H:8]2[CH2:13][CH2:12][CH2:11][C@@H:10]([C:14]3[C:19]([CH3:20])=[CH:18][CH:17]=[CH:16][N:15]=3)[N:9]2[CH2:22][C:23]2[CH:30]=[CH:29][C:26]([C:27]#[N:28])=[C:25]([F:31])[CH:24]=2)=[N:4][CH:5]=[CH:6][CH:7]=1. The catalyst class is: 23. (4) Reactant: [H-].[Na+].[OH:3][NH:4][C:5](=[NH:7])[CH3:6].CO[C:10]([C:12]1[N:13]([CH:17]2[CH2:23][O:22][C:21]3[CH:24]=[CH:25][CH:26]=[CH:27][C:20]=3[O:19][CH2:18]2)[CH:14]=[N:15][CH:16]=1)=O.O. Product: [O:19]1[CH2:18][CH:17]([N:13]2[C:12]([C:10]3[O:3][N:4]=[C:5]([CH3:6])[N:7]=3)=[CH:16][N:15]=[CH:14]2)[CH2:23][O:22][C:21]2[CH:24]=[CH:25][CH:26]=[CH:27][C:20]1=2. The catalyst class is: 1.